Task: Regression/Classification. Given a drug SMILES string, predict its absorption, distribution, metabolism, or excretion properties. Task type varies by dataset: regression for continuous measurements (e.g., permeability, clearance, half-life) or binary classification for categorical outcomes (e.g., BBB penetration, CYP inhibition). Dataset: cyp3a4_veith.. Dataset: CYP3A4 inhibition data for predicting drug metabolism from PubChem BioAssay (1) The drug is C[C@@]12CCC(=O)C=C1CC[C@@H]1[C@@H]3CC[C@H](C(=O)COS(=O)(=O)c4ccc(Br)cc4)[C@]3(C)CC[C@H]12. The result is 0 (non-inhibitor). (2) The compound is Cc1cc(C=O)c(C)n1-c1ccc(NC2CCCC2)c([N+](=O)[O-])c1. The result is 1 (inhibitor).